Dataset: Forward reaction prediction with 1.9M reactions from USPTO patents (1976-2016). Task: Predict the product of the given reaction. Given the reactants [OH:1][NH:2][CH:3]([CH:35]([CH3:37])[CH3:36])[CH2:4][S:5]([C:8]1[CH:13]=[CH:12][C:11]([C:14]2[CH:19]=[CH:18][CH:17]=[C:16]([CH2:20][NH:21][C:22]([C:24]3[NH:33][C:32](=[O:34])[C:31]4[C:26](=[CH:27][CH:28]=[CH:29][CH:30]=4)[N:25]=3)=[O:23])[CH:15]=2)=[CH:10][CH:9]=1)(=[O:7])=[O:6].[C:38](O)(=[O:40])[CH3:39].C(OC(=O)C)(=O)C, predict the reaction product. The product is: [C:38]([N:2]([OH:1])[CH:3]([CH:35]([CH3:37])[CH3:36])[CH2:4][S:5]([C:8]1[CH:9]=[CH:10][C:11]([C:14]2[CH:19]=[CH:18][CH:17]=[C:16]([CH2:20][NH:21][C:22]([C:24]3[NH:33][C:32](=[O:34])[C:31]4[C:26](=[CH:27][CH:28]=[CH:29][CH:30]=4)[N:25]=3)=[O:23])[CH:15]=2)=[CH:12][CH:13]=1)(=[O:6])=[O:7])(=[O:40])[CH3:39].